This data is from Forward reaction prediction with 1.9M reactions from USPTO patents (1976-2016). The task is: Predict the product of the given reaction. (1) Given the reactants Cl.[CH2:2]([O:9][C:10]1[CH:18]=[CH:17][C:13]([C:14]([OH:16])=[O:15])=[CH:12][C:11]=1[C@@H:19]([C:29]1[CH:34]=[CH:33][CH:32]=[CH:31][CH:30]=1)[CH2:20][CH2:21][N:22]([CH:26]([CH3:28])[CH3:27])[CH:23]([CH3:25])[CH3:24])[C:3]1[CH:8]=[CH:7][CH:6]=[CH:5][CH:4]=1.S(Cl)(Cl)=O.[CH3:39]O, predict the reaction product. The product is: [CH2:2]([O:9][C:10]1[CH:18]=[CH:17][C:13]([C:14]([O:16][CH3:39])=[O:15])=[CH:12][C:11]=1[C@@H:19]([C:29]1[CH:30]=[CH:31][CH:32]=[CH:33][CH:34]=1)[CH2:20][CH2:21][N:22]([CH:23]([CH3:25])[CH3:24])[CH:26]([CH3:27])[CH3:28])[C:3]1[CH:4]=[CH:5][CH:6]=[CH:7][CH:8]=1. (2) Given the reactants [C:1]([Mg]Cl)([CH3:4])([CH3:3])[CH3:2].[Br:7][C:8]1[CH:9]=[C:10]([CH:13]=[CH:14][CH:15]=1)[CH:11]=[O:12].[Cl-].[NH4+], predict the reaction product. The product is: [Br:7][C:8]1[CH:9]=[C:10]([CH:11]([OH:12])[C:1]([CH3:4])([CH3:3])[CH3:2])[CH:13]=[CH:14][CH:15]=1.